This data is from NCI-60 drug combinations with 297,098 pairs across 59 cell lines. The task is: Regression. Given two drug SMILES strings and cell line genomic features, predict the synergy score measuring deviation from expected non-interaction effect. (1) Drug 1: CC1=C(C=C(C=C1)NC(=O)C2=CC=C(C=C2)CN3CCN(CC3)C)NC4=NC=CC(=N4)C5=CN=CC=C5. Drug 2: C1CNP(=O)(OC1)N(CCCl)CCCl. Cell line: CCRF-CEM. Synergy scores: CSS=6.95, Synergy_ZIP=-0.380, Synergy_Bliss=2.13, Synergy_Loewe=3.28, Synergy_HSA=2.28. (2) Cell line: SW-620. Synergy scores: CSS=7.63, Synergy_ZIP=-17.9, Synergy_Bliss=-31.9, Synergy_Loewe=-58.5, Synergy_HSA=-29.9. Drug 1: C1=CC(=C2C(=C1NCCNCCO)C(=O)C3=C(C=CC(=C3C2=O)O)O)NCCNCCO. Drug 2: C1=CN(C=N1)CC(O)(P(=O)(O)O)P(=O)(O)O. (3) Drug 1: CC1=CC2C(CCC3(C2CCC3(C(=O)C)OC(=O)C)C)C4(C1=CC(=O)CC4)C. Drug 2: C1=NNC2=C1C(=O)NC=N2. Cell line: U251. Synergy scores: CSS=4.82, Synergy_ZIP=-2.11, Synergy_Bliss=-0.838, Synergy_Loewe=-0.196, Synergy_HSA=0.212. (4) Drug 1: CC1C(C(CC(O1)OC2CC(OC(C2O)C)OC3=CC4=CC5=C(C(=O)C(C(C5)C(C(=O)C(C(C)O)O)OC)OC6CC(C(C(O6)C)O)OC7CC(C(C(O7)C)O)OC8CC(C(C(O8)C)O)(C)O)C(=C4C(=C3C)O)O)O)O. Drug 2: CN(CC1=CN=C2C(=N1)C(=NC(=N2)N)N)C3=CC=C(C=C3)C(=O)NC(CCC(=O)O)C(=O)O. Cell line: OVCAR-4. Synergy scores: CSS=61.7, Synergy_ZIP=-2.62, Synergy_Bliss=-5.27, Synergy_Loewe=-6.40, Synergy_HSA=-4.06. (5) Drug 1: CC1=C2C(C(=O)C3(C(CC4C(C3C(C(C2(C)C)(CC1OC(=O)C(C(C5=CC=CC=C5)NC(=O)OC(C)(C)C)O)O)OC(=O)C6=CC=CC=C6)(CO4)OC(=O)C)OC)C)OC. Drug 2: CC1=C(C=C(C=C1)C(=O)NC2=CC(=CC(=C2)C(F)(F)F)N3C=C(N=C3)C)NC4=NC=CC(=N4)C5=CN=CC=C5. Cell line: PC-3. Synergy scores: CSS=36.8, Synergy_ZIP=3.24, Synergy_Bliss=2.28, Synergy_Loewe=-16.0, Synergy_HSA=3.96.